From a dataset of Full USPTO retrosynthesis dataset with 1.9M reactions from patents (1976-2016). Predict the reactants needed to synthesize the given product. (1) The reactants are: [C:1]1([CH:11]=O)[C:10]2[C:5](=[CH:6][CH:7]=[CH:8][CH:9]=2)[CH:4]=[CH:3][CH:2]=1.C(O[BH-](OC(=O)C)OC(=O)C)(=O)C.[Na+].[N+:27]([C:30]1[C:38]2[N:37]=[C:36]([NH:39][CH2:40][CH:41]3[CH2:46][CH2:45][NH:44][CH2:43][CH2:42]3)[NH:35][C:34]=2[CH:33]=[CH:32][CH:31]=1)([O-:29])=[O:28].O. Given the product [C:1]1([CH2:11][N:44]2[CH2:45][CH2:46][CH:41]([CH2:40][NH:39][C:36]3[NH:35][C:34]4[CH:33]=[CH:32][CH:31]=[C:30]([N+:27]([O-:29])=[O:28])[C:38]=4[N:37]=3)[CH2:42][CH2:43]2)[C:10]2[C:5](=[CH:6][CH:7]=[CH:8][CH:9]=2)[CH:4]=[CH:3][CH:2]=1, predict the reactants needed to synthesize it. (2) Given the product [OH:31][NH:30][C:27]([N:24]1[CH2:25][CH2:26][CH:21]([CH:19]2[O:18][C:15]3=[CH:16][N:17]=[C:12]([C:9]4[CH:10]=[CH:11][C:6]([CH2:5][S:2]([CH3:1])(=[O:3])=[O:4])=[CH:7][CH:8]=4)[CH:13]=[C:14]3[CH2:20]2)[CH2:22][CH2:23]1)=[NH:28], predict the reactants needed to synthesize it. The reactants are: [CH3:1][S:2]([CH2:5][C:6]1[CH:11]=[CH:10][C:9]([C:12]2[CH:13]=[C:14]3[CH2:20][CH:19]([CH:21]4[CH2:26][CH2:25][N:24]([C:27]#[N:28])[CH2:23][CH2:22]4)[O:18][C:15]3=[CH:16][N:17]=2)=[CH:8][CH:7]=1)(=[O:4])=[O:3].Cl.[NH2:30][OH:31]. (3) Given the product [ClH:25].[NH2:8][CH:9]1[CH2:10][CH2:11][N:12]([C:15]2[CH:16]=[C:17]([CH:22]=[C:23]([Cl:25])[N:24]=2)[C:18]([O:20][CH3:21])=[O:19])[CH2:13][CH2:14]1, predict the reactants needed to synthesize it. The reactants are: C(OC([NH:8][CH:9]1[CH2:14][CH2:13][N:12]([C:15]2[CH:16]=[C:17]([CH:22]=[C:23]([Cl:25])[N:24]=2)[C:18]([O:20][CH3:21])=[O:19])[CH2:11][CH2:10]1)=O)(C)(C)C.